From a dataset of Drug-target binding data from BindingDB using IC50 measurements. Regression. Given a target protein amino acid sequence and a drug SMILES string, predict the binding affinity score between them. We predict pIC50 (pIC50 = -log10(IC50 in M); higher means more potent). Dataset: bindingdb_ic50. The compound is Cl[Pt]1(Cl)[n+]2cccc3ccc4ccc[n+]1c4c32. The target protein (P0A7G6) has sequence MAIDENKQKALAAALGQIEKQFGKGSIMRLGEDRSMDVETISTGSLSLDIALGAGGLPMGRIVEIYGPESSGKTTLTLQVIAAAQREGKTCAFIDAEHALDPIYARKLGVDIDNLLCSQPDTGEQALEICDALARSGAVDVIVVDSVAALTPKAEIEGEIGDSHMGLAARMMSQAMRKLAGNLKQSNTLLIFINQIRMKIGVMFGNPETTTGGNALKFYASVRLDIRRIGAVKEGENVVGSETRVKVVKNKIAAPFKQAEFQILYGEGINFYGELVDLGVKEKLIEKAGAWYSYKGEKIGQGKANATAWLKDNPETAKEIEKKVRELLLSNPNSTPDFSVDDSEGVAETNEDF. The pIC50 is 5.0.